Dataset: Forward reaction prediction with 1.9M reactions from USPTO patents (1976-2016). Task: Predict the product of the given reaction. (1) Given the reactants [S:1]1[CH:5]=[C:4]([C:6]2[CH:16]=[CH:15][C:9]([O:10][CH2:11][CH:12]3[CH2:14][O:13]3)=[CH:8][CH:7]=2)[C:3]2[CH:17]=[CH:18][CH:19]=[CH:20][C:2]1=2.[F:21][C:22]1[CH:29]=[CH:28][C:25]([CH2:26][NH2:27])=[CH:24][CH:23]=1.C(O)C.CO, predict the reaction product. The product is: [S:1]1[CH:5]=[C:4]([C:6]2[CH:16]=[CH:15][C:9]([O:10][CH2:11][C@H:12]([OH:13])[CH2:14][NH:27][CH2:26][C:25]3[CH:28]=[CH:29][C:22]([F:21])=[CH:23][CH:24]=3)=[CH:8][CH:7]=2)[C:3]2[CH:17]=[CH:18][CH:19]=[CH:20][C:2]1=2. (2) Given the reactants [Br:1][C:2]1[CH:3]=[C:4]([NH2:9])[C:5]([NH2:8])=[N:6][CH:7]=1.N[C:11](N)=[O:12], predict the reaction product. The product is: [Br:1][C:2]1[CH:3]=[C:4]2[NH:9][C:11](=[O:12])[NH:8][C:5]2=[N:6][CH:7]=1. (3) The product is: [OH:18][C:19]1[CH:20]=[CH:21][C:22]([CH2:23][NH:24][C:25]2[N:30]=[C:29]([O:31][CH2:32][C:33]([F:36])([F:35])[F:34])[N:28]=[C:27]([NH:37][C:38]3[CH:57]=[CH:56][C:41]([C:42]([NH:44][CH2:45][C:46]([CH3:54])([CH3:55])[CH2:47][NH:48][C:49](=[O:53])[C:50]([NH:1][C:2]4[CH:7]=[CH:6][C:5]([OH:8])=[CH:4][CH:3]=4)=[O:51])=[O:43])=[CH:40][CH:39]=3)[N:26]=2)=[CH:58][CH:59]=1. Given the reactants [NH2:1][C:2]1[CH:7]=[CH:6][C:5]([OH:8])=[CH:4][CH:3]=1.CCN(C(C)C)C(C)C.[OH:18][C:19]1[CH:59]=[CH:58][C:22]([CH2:23][NH:24][C:25]2[N:30]=[C:29]([O:31][CH2:32][C:33]([F:36])([F:35])[F:34])[N:28]=[C:27]([NH:37][C:38]3[CH:57]=[CH:56][C:41]([C:42]([NH:44][CH2:45][C:46]([CH3:55])([CH3:54])[CH2:47][NH:48][C:49](=[O:53])[C:50](O)=[O:51])=[O:43])=[CH:40][CH:39]=3)[N:26]=2)=[CH:21][CH:20]=1.CN(C(ON1N=NC2C=CC=CC1=2)=[N+](C)C)C.[B-](F)(F)(F)F, predict the reaction product. (4) Given the reactants [Br:1]N1C(=O)CCC1=O.C1(C)C=CC(S(O)(=O)=O)=CC=1.[CH3:20][O:21][C:22]1[CH:30]=[CH:29][C:25]2[CH:26]=[CH:27][S:28][C:24]=2[CH:23]=1, predict the reaction product. The product is: [Br:1][C:26]1[C:25]2[CH:29]=[CH:30][C:22]([O:21][CH3:20])=[CH:23][C:24]=2[S:28][CH:27]=1. (5) Given the reactants [Li+].C[Si]([N-][Si](C)(C)C)(C)C.[Cl:11][C:12]1[C:13]([O:34][C:35](=[O:39])[N:36]([CH3:38])[CH3:37])=[CH:14][C:15]2[O:20][C:19](=[O:21])[C:18]([CH2:22][C:23]3[CH:28]=[CH:27][CH:26]=[C:25]([N+:29]([O-:31])=[O:30])[CH:24]=3)=[C:17]([CH3:32])[C:16]=2[CH:33]=1.[C:40](Cl)(=[O:42])[CH3:41].O, predict the reaction product. The product is: [Cl:11][C:12]1[C:13]([O:34][C:35](=[O:39])[N:36]([CH3:37])[CH3:38])=[CH:14][C:15]2[O:20][C:19](=[O:21])[C:18]([CH2:22][C:23]3[CH:28]=[CH:27][CH:26]=[C:25]([N+:29]([O-:31])=[O:30])[CH:24]=3)=[C:17]([CH2:32][C:40](=[O:42])[CH3:41])[C:16]=2[CH:33]=1. (6) Given the reactants [NH2:1][CH:2]1[CH2:7][CH2:6][N:5]([CH2:8][CH2:9][N:10]2[C:15]3[CH:16]=[C:17]([C:20]([O:22][CH3:23])=[O:21])[CH:18]=[CH:19][C:14]=3[O:13][CH2:12][C:11]2=[O:24])[CH2:4][CH2:3]1.[O:25]=[C:26]1[CH2:31][O:30][C:29]2[CH:32]=[CH:33][C:34]([CH:36]=O)=[N:35][C:28]=2[NH:27]1.C([BH3-])#N.[Na+], predict the reaction product. The product is: [O:24]=[C:11]1[N:10]([CH2:9][CH2:8][N:5]2[CH2:6][CH2:7][CH:2]([NH:1][CH2:36][C:34]3[CH:33]=[CH:32][C:29]4[O:30][CH2:31][C:26](=[O:25])[NH:27][C:28]=4[N:35]=3)[CH2:3][CH2:4]2)[C:15]2[CH:16]=[C:17]([C:20]([O:22][CH3:23])=[O:21])[CH:18]=[CH:19][C:14]=2[O:13][CH2:12]1.